From a dataset of Forward reaction prediction with 1.9M reactions from USPTO patents (1976-2016). Predict the product of the given reaction. Given the reactants C(OC([NH:8][CH2:9][CH2:10][CH2:11][CH2:12][CH2:13][CH2:14][O:15][C:16]1[CH:17]=[N:18][CH:19]=[CH:20][CH:21]=1)=O)(C)(C)C.[ClH:22], predict the reaction product. The product is: [ClH:22].[NH2:8][CH2:9][CH2:10][CH2:11][CH2:12][CH2:13][CH2:14][O:15][C:16]1[CH:17]=[N:18][CH:19]=[CH:20][CH:21]=1.